Dataset: Catalyst prediction with 721,799 reactions and 888 catalyst types from USPTO. Task: Predict which catalyst facilitates the given reaction. (1) Reactant: [C:1]1([S:11]([C:14]2[C:22]3[C:17](=[CH:18][CH:19]=[C:20]([O:23][CH:24]4[CH2:29][CH2:28][NH:27][CH2:26][CH2:25]4)[CH:21]=3)[NH:16][N:15]=2)(=[O:13])=[O:12])[C:10]2[C:5](=[CH:6][CH:7]=[CH:8][CH:9]=2)[CH:4]=[CH:3][CH:2]=1.[CH:30](=O)[CH2:31][CH3:32].C(O)(=O)C.C(O[BH-](OC(=O)C)OC(=O)C)(=O)C.[Na+].[OH-].[Na+]. Product: [C:1]1([S:11]([C:14]2[C:22]3[C:17](=[CH:18][CH:19]=[C:20]([O:23][CH:24]4[CH2:29][CH2:28][N:27]([CH2:30][CH2:31][CH3:32])[CH2:26][CH2:25]4)[CH:21]=3)[NH:16][N:15]=2)(=[O:12])=[O:13])[C:10]2[C:5](=[CH:6][CH:7]=[CH:8][CH:9]=2)[CH:4]=[CH:3][CH:2]=1. The catalyst class is: 756. (2) Reactant: [CH:1]1([C:4]2[CH:9]=[CH:8][N:7]=[CH:6][C:5]=2[N:10]2[CH2:14][CH2:13][NH:12][C:11]2=[O:15])[CH2:3][CH2:2]1.Br[C:17]1[CH:26]=[CH:25][C:20]2[S:21][C:22]([Cl:24])=[CH:23][C:19]=2[CH:18]=1.CN[C@@H]1CCCC[C@H]1NC.P([O-])([O-])([O-])=O.[K+].[K+].[K+]. Product: [Cl:24][C:22]1[S:21][C:20]2[CH:25]=[CH:26][C:17]([N:12]3[CH2:13][CH2:14][N:10]([C:5]4[CH:6]=[N:7][CH:8]=[CH:9][C:4]=4[CH:1]4[CH2:3][CH2:2]4)[C:11]3=[O:15])=[CH:18][C:19]=2[CH:23]=1. The catalyst class is: 246.